The task is: Regression. Given a peptide amino acid sequence and an MHC pseudo amino acid sequence, predict their binding affinity value. This is MHC class II binding data.. This data is from Peptide-MHC class II binding affinity with 134,281 pairs from IEDB. (1) The peptide sequence is EAIIRILQQLLFIHF. The MHC is H-2-IAb with pseudo-sequence H-2-IAb. The binding affinity (normalized) is 0.0630. (2) The peptide sequence is CGRRHSVRIRVRSGG. The MHC is HLA-DPA10201-DPB10501 with pseudo-sequence HLA-DPA10201-DPB10501. The binding affinity (normalized) is 0.158. (3) The peptide sequence is ITYVATATLPNYCRA. The binding affinity (normalized) is 0.800. The MHC is DRB3_0202 with pseudo-sequence DRB3_0202. (4) The peptide sequence is NILTGKKITAHLKRL. The MHC is H-2-IAd with pseudo-sequence H-2-IAd. The binding affinity (normalized) is 0.451. (5) The peptide sequence is CKEAYCQEFSLGDTE. The MHC is DRB1_0101 with pseudo-sequence DRB1_0101. The binding affinity (normalized) is 0.429. (6) The peptide sequence is AAFKIAATAANSAPA. The MHC is DRB1_0404 with pseudo-sequence DRB1_0404. The binding affinity (normalized) is 0.977.